Dataset: Forward reaction prediction with 1.9M reactions from USPTO patents (1976-2016). Task: Predict the product of the given reaction. (1) Given the reactants [Br:1][C:2]1[CH:7]=[CH:6][C:5]([C:8]2([C:18](OC)=[O:19])[CH2:17][CH2:16][C:11]3([O:15][CH2:14][CH2:13][O:12]3)[CH2:10][CH2:9]2)=[CH:4][CH:3]=1.ClCCl.CC(C[AlH]CC(C)C)C.S([O-])([O-])(=O)=O.[Mg+2], predict the reaction product. The product is: [Br:1][C:2]1[CH:7]=[CH:6][C:5]([C:8]2([CH2:18][OH:19])[CH2:9][CH2:10][C:11]3([O:12][CH2:13][CH2:14][O:15]3)[CH2:16][CH2:17]2)=[CH:4][CH:3]=1. (2) Given the reactants [CH:1]([N:3]([CH2:12][C@@H:13]([CH2:34][CH2:35][CH2:36][CH3:37])[C:14]([N:16]1[C@H:20]([C:21](O)=[O:22])[CH2:19][CH2:18][N:17]1[C:24]([O:26][CH2:27][C:28]1[CH:33]=[CH:32][CH:31]=[CH:30][CH:29]=1)=[O:25])=[O:15])[O:4][CH2:5][C:6]1[CH:11]=[CH:10][CH:9]=[CH:8][CH:7]=1)=[O:2].[N:38]1[CH:43]=[CH:42][CH:41]=[CH:40][C:39]=1[NH2:44].ClC1N=C(OC)N=C(OC)N=1.CN1CCOCC1, predict the reaction product. The product is: [CH:1]([N:3]([CH2:12][C@@H:13]([CH2:34][CH2:35][CH2:36][CH3:37])[C:14]([N:16]1[C@H:20]([C:21]([NH:44][C:39]2[CH:40]=[CH:41][CH:42]=[CH:43][N:38]=2)=[O:22])[CH2:19][CH2:18][N:17]1[C:24]([O:26][CH2:27][C:28]1[CH:29]=[CH:30][CH:31]=[CH:32][CH:33]=1)=[O:25])=[O:15])[O:4][CH2:5][C:6]1[CH:11]=[CH:10][CH:9]=[CH:8][CH:7]=1)=[O:2]. (3) Given the reactants [NH2:1][CH2:2][C:3]1[C:4]([CH2:21][CH2:22][CH2:23][CH2:24][C:25]([O:27][CH2:28][CH3:29])=[O:26])=[C:5]([C:14]2[CH:15]=[N:16][CH:17]=[C:18]([CH3:20])[CH:19]=2)[C:6]2[N:7]([C:9]([CH2:12][CH3:13])=[CH:10][CH:11]=2)[N:8]=1.N1C=CC=CC=1.[CH3:36][S:37](Cl)(=[O:39])=[O:38], predict the reaction product. The product is: [CH2:12]([C:9]1[N:7]2[N:8]=[C:3]([CH2:2][NH:1][S:37]([CH3:36])(=[O:39])=[O:38])[C:4]([CH2:21][CH2:22][CH2:23][CH2:24][C:25]([O:27][CH2:28][CH3:29])=[O:26])=[C:5]([C:14]3[CH:15]=[N:16][CH:17]=[C:18]([CH3:20])[CH:19]=3)[C:6]2=[CH:11][CH:10]=1)[CH3:13]. (4) Given the reactants C([O:8][C:9]([C:11]1[CH:16]([C:17]2[CH:22]=[CH:21][C:20]([F:23])=[C:19]([F:24])[CH:18]=2)[N:15]([C:25]([O:27][CH3:28])=[O:26])[C:14]([O:29]C)=[N:13][C:12]=1[CH2:31][CH3:32])=[O:10])C1C=CC=CC=1, predict the reaction product. The product is: [CH2:31]([C:12]1[NH:13][C:14](=[O:29])[N:15]([C:25]([O:27][CH3:28])=[O:26])[CH:16]([C:17]2[CH:22]=[CH:21][C:20]([F:23])=[C:19]([F:24])[CH:18]=2)[C:11]=1[C:9]([OH:10])=[O:8])[CH3:32].